This data is from Experimentally validated miRNA-target interactions with 360,000+ pairs, plus equal number of negative samples. The task is: Binary Classification. Given a miRNA mature sequence and a target amino acid sequence, predict their likelihood of interaction. The miRNA is mmu-miR-684 with sequence AGUUUUCCCUUCAAGUCAA. The protein sequence of the target gene is MRCLAPRPAGSYLSEPQGSSQCATMELGPLEGGYLELLNSDADPLCLYHFYDQMDLAGEEEIELYSEPDTDTINCDQFSRLLCDMEGDEETREAYANIAELDQYVFQDSQLEGLSKDIFKHIGPDEVIGESMEMPAEVGQKSQKRPFPEELPADLKHWKPAEPPTVVTGSLLVRPVSDCSTLPCLPLPALFNQEPASGQMRLEKTDQIPMPFSSSSLSCLNLPEGPIQFVPTISTLPHGLWQISEAGTGVSSIFIYHGEVPQASQVPPPSGFTVHGLPTSPDRPGSTSPFAPSATDLPSM.... Result: 0 (no interaction).